Dataset: Reaction yield outcomes from USPTO patents with 853,638 reactions. Task: Predict the reaction yield, written as a fraction of the theoretical maximum amount of product (1.0 means a 100% yield; for example, 0.34 means a 34% yield). (1) The reactants are I[C:2]1[CH:7]=[CH:6][C:5]([OH:8])=[CH:4][CH:3]=1.[S:9]1[CH:13]=[CH:12][C:11](B(O)O)=[CH:10]1.C1(P(C2C=CC=CC=2)C2C=CC=CC=2)C=CC=CC=1.C(=O)([O-])[O-].[K+].[K+]. The catalyst is COCCOC.C([O-])(=O)C.[Pd+2].C([O-])(=O)C.O.C(O)C. The product is [S:9]1[CH:13]=[CH:12][C:11]([C:2]2[CH:7]=[CH:6][C:5]([OH:8])=[CH:4][CH:3]=2)=[CH:10]1. The yield is 0.700. (2) The reactants are [NH2:1][C:2]1[N:7]=[C:6]([CH3:8])[N:5]=[C:4]([C:9]2[N:13]3[CH:14]=[CH:15][CH:16]=[CH:17][C:12]3=[N:11][C:10]=2[NH:18][C:19]2[CH:23]=[CH:22][N:21]([CH3:24])[N:20]=2)[CH:3]=1.[O:25]([C:27]1[CH:28]=[C:29]([CH2:33][C:34](O)=[O:35])[CH:30]=[CH:31][CH:32]=1)[CH3:26].C(N(C(C)C)CC)(C)C.CCCP1(OP(CCC)(=O)OP(CCC)(=O)O1)=O.[C:64]([OH:70])([C:66]([F:69])([F:68])[F:67])=[O:65]. The catalyst is CC#N.O.C(OCC)(=O)C. The product is [F:67][C:66]([F:69])([F:68])[C:64]([OH:70])=[O:65].[O:25]([C:27]1[CH:28]=[C:29]([CH2:33][C:34]([NH:1][C:2]2[CH:3]=[C:4]([C:9]3[N:13]4[CH:14]=[CH:15][CH:16]=[CH:17][C:12]4=[N:11][C:10]=3[NH:18][C:19]3[CH:23]=[CH:22][N:21]([CH3:24])[N:20]=3)[N:5]=[C:6]([CH3:8])[N:7]=2)=[O:35])[CH:30]=[CH:31][CH:32]=1)[CH3:26]. The yield is 0.304. (3) The reactants are [F:1][C:2]1[CH:7]=[CH:6][C:5]([C:8]2[NH:12][C:11]([C:13]([F:16])([F:15])[F:14])=[N:10][C:9]=2[C:17]2[CH:22]=[CH:21][C:20](SC)=[CH:19][CH:18]=2)=[CH:4][CH:3]=1.O[O:26][S:27]([O-:29])=O.[K+].[CH3:31]O. The catalyst is O. The product is [F:1][C:2]1[CH:3]=[CH:4][C:5]([C:8]2[NH:12][C:11]([C:13]([F:14])([F:16])[F:15])=[N:10][C:9]=2[C:17]2[CH:18]=[CH:19][C:20]([S:27]([CH3:31])(=[O:29])=[O:26])=[CH:21][CH:22]=2)=[CH:6][CH:7]=1. The yield is 0.800. (4) The reactants are Cl.[NH2:2][C@@H:3]([CH3:8])[C:4]([O:6][CH3:7])=[O:5].CCN(C(C)C)C(C)C.[Cl:18][C:19]1[N:24]=[C:23]([C:25](Cl)=[O:26])[CH:22]=[C:21]([Cl:28])[N:20]=1. The catalyst is C(Cl)Cl. The product is [Cl:18][C:19]1[N:24]=[C:23]([C:25]([NH:2][C@@H:3]([CH3:8])[C:4]([O:6][CH3:7])=[O:5])=[O:26])[CH:22]=[C:21]([Cl:28])[N:20]=1. The yield is 0.330. (5) The reactants are [CH2:1]([O:3][C:4]([C:6]1[NH:7][C:8]([CH3:11])=[CH:9][CH:10]=1)=[O:5])[CH3:2].[F:12][C:13]1[CH:18]=[CH:17][C:16]([CH2:19][C:20](Cl)=[O:21])=[CH:15][CH:14]=1. The catalyst is ClCCCl. The product is [CH2:1]([O:3][C:4]([C:6]1[NH:7][C:8]([CH3:11])=[C:9]([C:20](=[O:21])[CH2:19][C:16]2[CH:17]=[CH:18][C:13]([F:12])=[CH:14][CH:15]=2)[CH:10]=1)=[O:5])[CH3:2]. The yield is 0.760. (6) The yield is 0.860. The catalyst is CO. The reactants are [OH-].[Na+].C[O:4][C:5](=[O:21])[C:6]1[CH:11]=[C:10]([S:12]([CH3:15])(=[O:14])=[O:13])[N:9]=[C:8]([NH:16][CH:17]2[CH2:20][CH2:19][CH2:18]2)[CH:7]=1.Cl. The product is [CH:17]1([NH:16][C:8]2[CH:7]=[C:6]([CH:11]=[C:10]([S:12]([CH3:15])(=[O:14])=[O:13])[N:9]=2)[C:5]([OH:21])=[O:4])[CH2:18][CH2:19][CH2:20]1.